Dataset: Reaction yield outcomes from USPTO patents with 853,638 reactions. Task: Predict the reaction yield, written as a fraction of the theoretical maximum amount of product (1.0 means a 100% yield; for example, 0.34 means a 34% yield). The reactants are [CH2:1]([O:3][C:4](=[O:25])[CH2:5][CH2:6][C:7]1[CH:12]=[CH:11][C:10]([O:13][CH2:14][CH2:15][C@H:16]([O:18]S(C)(=O)=O)[CH3:17])=[CH:9][C:8]=1[CH2:23][CH3:24])[CH3:2].[CH2:26]([C:28]1[CH:33]=[CH:32][C:31](O)=[C:30]([O:35][C:36]2[CH:41]=[CH:40][CH:39]=[CH:38][C:37]=2[CH3:42])[CH:29]=1)[CH3:27]. No catalyst specified. The product is [CH2:1]([O:3][C:4](=[O:25])[CH2:5][CH2:6][C:7]1[CH:12]=[CH:11][C:10]([O:13][CH2:14][CH2:15][C@@H:16]([O:18][C:31]2[CH:32]=[CH:33][C:28]([CH2:26][CH3:27])=[CH:29][C:30]=2[O:35][C:36]2[CH:41]=[CH:40][CH:39]=[CH:38][C:37]=2[CH3:42])[CH3:17])=[CH:9][C:8]=1[CH2:23][CH3:24])[CH3:2]. The yield is 0.480.